From a dataset of Full USPTO retrosynthesis dataset with 1.9M reactions from patents (1976-2016). Predict the reactants needed to synthesize the given product. (1) Given the product [Br:19][CH:17]([CH3:18])[CH2:16][O:8][C:5]1[CH:6]=[CH:7][C:2]([I:1])=[CH:3][CH:4]=1, predict the reactants needed to synthesize it. The reactants are: [I:1][C:2]1[CH:7]=[CH:6][C:5]([OH:8])=[CH:4][CH:3]=1.C([O-])([O-])=O.[K+].[K+].Br[CH2:16][CH:17]([Br:19])[CH3:18].O. (2) Given the product [CH3:24][C:10]1[N:9]=[C:8]([C:4]2[CH:3]=[C:2]([B:25]([OH:30])[OH:26])[CH:7]=[CH:6][CH:5]=2)[CH:13]=[C:12]([C:14]2[CH:19]=[CH:18][C:17]([C:20]([F:23])([F:22])[F:21])=[CH:16][CH:15]=2)[CH:11]=1, predict the reactants needed to synthesize it. The reactants are: Br[C:2]1[CH:3]=[C:4]([C:8]2[CH:13]=[C:12]([C:14]3[CH:19]=[CH:18][C:17]([C:20]([F:23])([F:22])[F:21])=[CH:16][CH:15]=3)[CH:11]=[C:10]([CH3:24])[N:9]=2)[CH:5]=[CH:6][CH:7]=1.[B:25](OC(C)C)([O:30]C(C)C)[O:26]C(C)C.[Li]CCCC.[Na+].[Cl-]. (3) Given the product [Cl:1][C:2]1[CH:7]=[CH:6][CH:5]=[CH:4][C:3]=1[C:8]1[N:9]([C:22]2[CH:23]=[CH:24][C:25]([O:28][S:29]([CH2:32][CH2:33][C:34]([F:37])([F:35])[F:36])(=[O:30])=[O:31])=[CH:26][CH:27]=2)[C:10]([CH3:21])=[C:11]([C:13]([OH:15])=[O:14])[N:12]=1, predict the reactants needed to synthesize it. The reactants are: [Cl:1][C:2]1[CH:7]=[CH:6][CH:5]=[CH:4][C:3]=1[C:8]1[N:9]([C:22]2[CH:27]=[CH:26][C:25]([O:28][S:29]([CH2:32][CH2:33][C:34]([F:37])([F:36])[F:35])(=[O:31])=[O:30])=[CH:24][CH:23]=2)[C:10]([CH3:21])=[C:11]([C:13]([O:15]CC(Cl)(Cl)Cl)=[O:14])[N:12]=1.C(Cl)Cl. (4) Given the product [Cl:8][C:6]1[CH:5]=[C:4]([S:9]([NH:12][C:13]2[CH:21]=[CH:20][C:16]([C:17]([O:19][CH2:26][CH:25]([O:24][CH3:23])[CH2:28][CH3:29])=[O:18])=[C:15]([OH:22])[CH:14]=2)(=[O:10])=[O:11])[CH:3]=[C:2]([Cl:1])[CH:7]=1, predict the reactants needed to synthesize it. The reactants are: [Cl:1][C:2]1[CH:3]=[C:4]([S:9]([NH:12][C:13]2[CH:21]=[CH:20][C:16]([C:17]([OH:19])=[O:18])=[C:15]([OH:22])[CH:14]=2)(=[O:11])=[O:10])[CH:5]=[C:6]([Cl:8])[CH:7]=1.[CH3:23][O:24][CH:25]([CH2:28][CH3:29])[CH2:26]O. (5) Given the product [C:43]([O-:45])(=[O:44])[CH3:42].[NH4+:9].[F:1][C:2]1[CH:7]=[CH:6][C:5]([C:8]2[C:42]([C:43]([NH:50][CH3:49])=[O:45])=[C:11]3[CH:12]=[C:13]([C:24]4[CH:29]=[CH:28][CH:27]=[C:26]([C:30](=[O:41])[NH:31][C:32]([C:35]5[CH:40]=[CH:39][CH:38]=[CH:37][CH:36]=5)([CH3:33])[CH3:34])[CH:25]=4)[C:14]([N:16]([CH2:21][CH2:22][OH:23])[S:17]([CH3:20])(=[O:19])=[O:18])=[CH:15][N:10]3[N:9]=2)=[CH:4][CH:3]=1, predict the reactants needed to synthesize it. The reactants are: [F:1][C:2]1[CH:7]=[CH:6][C:5]([C:8]2[C:42]([C:43]([OH:45])=[O:44])=[C:11]3[CH:12]=[C:13]([C:24]4[CH:29]=[CH:28][CH:27]=[C:26]([C:30](=[O:41])[NH:31][C:32]([C:35]5[CH:40]=[CH:39][CH:38]=[CH:37][CH:36]=5)([CH3:34])[CH3:33])[CH:25]=4)[C:14]([N:16]([CH2:21][CH2:22][OH:23])[S:17]([CH3:20])(=[O:19])=[O:18])=[CH:15][N:10]3[N:9]=2)=[CH:4][CH:3]=1.C1C=[N:50][C:49]2N(O)N=NC=2C=1.C(N(C(C)C)CC)(C)C.Cl.CN.CCN=C=NCCCN(C)C. (6) Given the product [Cl:1][C:2]1[CH:3]=[CH:4][C:5]([C@:8]([C:18]2[CH:23]=[C:22]([C:24]([F:25])([F:26])[F:27])[CH:21]=[C:20]([F:28])[CH:19]=2)([NH:14][C:15]2[S:16][C:30]3[CH2:35][CH2:34][CH2:33][CH2:32][C:31]=3[N:17]=2)[CH2:9][C:10]([O:12][CH3:13])=[O:11])=[N:6][CH:7]=1, predict the reactants needed to synthesize it. The reactants are: [Cl:1][C:2]1[CH:3]=[CH:4][C:5]([C@:8]([C:18]2[CH:23]=[C:22]([C:24]([F:27])([F:26])[F:25])[CH:21]=[C:20]([F:28])[CH:19]=2)([NH:14][C:15]([NH2:17])=[S:16])[CH2:9][C:10]([O:12][CH3:13])=[O:11])=[N:6][CH:7]=1.Cl[CH:30]1[CH2:35][CH2:34][CH2:33][CH2:32][C:31]1=O. (7) Given the product [NH2:17][C:10]1[C:11]2[O:15][CH2:14][CH2:13][C:12]=2[CH:16]=[C:8]([C:6](=[O:7])[CH2:5][CH2:4][CH2:3][CH2:2][Cl:1])[CH:9]=1, predict the reactants needed to synthesize it. The reactants are: [Cl:1][CH2:2][CH2:3][CH2:4][CH2:5][C:6]([C:8]1[CH:9]=[C:10]([N+:17]([O-])=O)[C:11]2[O:15][CH2:14][CH2:13][C:12]=2[CH:16]=1)=[O:7].C(O)(=O)C. (8) The reactants are: [C:1]([O:5][C:6]([N:8]1[CH2:13][CH2:12][O:11][C@@H:10]([C:14]2[CH:19]=[CH:18][C:17]([NH2:20])=[C:16]([F:21])[CH:15]=2)[CH2:9]1)=[O:7])([CH3:4])([CH3:3])[CH3:2].[C:22]([C:24]1[CH:29]=[CH:28][N:27]=[C:26]([C:30](O)=[O:31])[CH:25]=1)#[N:23].CN(C(ON1N=NC2C=CC=CC1=2)=[N+](C)C)C.F[P-](F)(F)(F)(F)F.CN1CCOCC1. Given the product [C:1]([O:5][C:6]([N:8]1[CH2:13][CH2:12][O:11][C@@H:10]([C:14]2[CH:19]=[CH:18][C:17]([NH:20][C:30]([C:26]3[CH:25]=[C:24]([C:22]#[N:23])[CH:29]=[CH:28][N:27]=3)=[O:31])=[C:16]([F:21])[CH:15]=2)[CH2:9]1)=[O:7])([CH3:4])([CH3:2])[CH3:3], predict the reactants needed to synthesize it.